This data is from Full USPTO retrosynthesis dataset with 1.9M reactions from patents (1976-2016). The task is: Predict the reactants needed to synthesize the given product. Given the product [CH2:1]([O:3][C:4]([N:6]1[CH2:13][CH:12]2[CH:8]([CH:9]([CH3:18])[C:10]3[CH:16]=[C:15]([CH3:19])[S:14][C:11]=32)[CH2:7]1)=[O:5])[CH3:2], predict the reactants needed to synthesize it. The reactants are: [CH2:1]([O:3][C:4]([N:6]1[CH2:13][CH:12]2[CH:8]([CH:9]([CH3:18])[C:10]3[CH:16]=[C:15](Br)[S:14][C:11]=32)[CH2:7]1)=[O:5])[CH3:2].[CH3:19][Zn]C.C1(C)C=CC=CC=1.